Dataset: Full USPTO retrosynthesis dataset with 1.9M reactions from patents (1976-2016). Task: Predict the reactants needed to synthesize the given product. Given the product [F:1][C:2]1[CH:3]=[C:4]2[C:9](=[CH:10][C:11]=1[N:32]1[CH2:31][CH2:30][NH:29][C:28](=[O:27])[CH2:33]1)[N:8]([CH2:13][C:14]1[CH:19]=[CH:18][C:17]([C:20]([F:22])([F:23])[F:21])=[CH:16][CH:15]=1)[CH:7]=[C:6]([C:24]#[N:25])[C:5]2=[O:26], predict the reactants needed to synthesize it. The reactants are: [F:1][C:2]1[CH:3]=[C:4]2[C:9](=[CH:10][C:11]=1F)[N:8]([CH2:13][C:14]1[CH:19]=[CH:18][C:17]([C:20]([F:23])([F:22])[F:21])=[CH:16][CH:15]=1)[CH:7]=[C:6]([C:24]#[N:25])[C:5]2=[O:26].[O:27]=[C:28]1[CH2:33][NH:32][CH2:31][CH2:30][NH:29]1.